This data is from Peptide-MHC class II binding affinity with 134,281 pairs from IEDB. The task is: Regression. Given a peptide amino acid sequence and an MHC pseudo amino acid sequence, predict their binding affinity value. This is MHC class II binding data. (1) The peptide sequence is KPNDFMPTFAKAMEK. The MHC is HLA-DQA10102-DQB10602 with pseudo-sequence HLA-DQA10102-DQB10602. The binding affinity (normalized) is 0.290. (2) The peptide sequence is QWHKEGSSIGKLFTQ. The MHC is DRB1_0901 with pseudo-sequence DRB1_0901. The binding affinity (normalized) is 0.416. (3) The peptide sequence is LTKKGNVWEVKSSKP. The MHC is DRB4_0101 with pseudo-sequence DRB4_0103. The binding affinity (normalized) is 0.350. (4) The peptide sequence is THYGSLPQKSQHGR. The MHC is H-2-IAd with pseudo-sequence H-2-IAd. The binding affinity (normalized) is 0.486.